Task: Predict the reaction yield, written as a fraction of the theoretical maximum amount of product (1.0 means a 100% yield; for example, 0.34 means a 34% yield).. Dataset: Reaction yield outcomes from USPTO patents with 853,638 reactions (1) The reactants are [CH3:1][S:2][C:3]1[S:4][C:5]2[CH:11]=[C:10]([CH2:12][OH:13])[CH:9]=[CH:8][C:6]=2[N:7]=1.CC(OI1(OC(C)=O)(OC(C)=O)OC(=O)C2C=CC=CC1=2)=O.[O-]S([O-])=O.[Na+].[Na+].C([O-])(O)=O.[Na+]. The catalyst is C(Cl)Cl. The product is [CH3:1][S:2][C:3]1[S:4][C:5]2[CH:11]=[C:10]([CH:12]=[O:13])[CH:9]=[CH:8][C:6]=2[N:7]=1. The yield is 0.990. (2) The reactants are [CH3:1][O:2][C:3](=[O:14])/[CH:4]=[CH:5]/[C:6]1[CH:11]=[CH:10][CH:9]=[C:8]([CH2:12][OH:13])[CH:7]=1. The catalyst is C(O)C. The product is [CH3:1][O:2][C:3](=[O:14])[CH2:4][CH2:5][C:6]1[CH:11]=[CH:10][CH:9]=[C:8]([CH2:12][OH:13])[CH:7]=1. The yield is 0.820. (3) The reactants are [CH3:1][N:2]1[CH:6]=[C:5]([C:7]2[C:12]3[C:13](=[O:16])[NH:14][CH2:15][C:11]=3[CH:10]=[C:9]([NH:17][C@@H:18]3[CH2:23][CH2:22][CH2:21][CH2:20][C@@H:19]3[NH:24][C:25](=[O:31])[O:26][C:27]([CH3:30])([CH3:29])[CH3:28])[N:8]=2)[CH:4]=[N:3]1.[Cl:32]N1C(=O)CCC1=O.O.C(Cl)(Cl)Cl. The catalyst is C(Cl)Cl. The product is [Cl:32][C:10]1[C:11]2[CH2:15][NH:14][C:13](=[O:16])[C:12]=2[C:7]([C:5]2[CH:4]=[N:3][N:2]([CH3:1])[CH:6]=2)=[N:8][C:9]=1[NH:17][C@@H:18]1[CH2:23][CH2:22][CH2:21][CH2:20][C@@H:19]1[NH:24][C:25](=[O:31])[O:26][C:27]([CH3:28])([CH3:30])[CH3:29]. The yield is 0.617.